Dataset: Catalyst prediction with 721,799 reactions and 888 catalyst types from USPTO. Task: Predict which catalyst facilitates the given reaction. (1) Reactant: [CH3:1][O:2][C:3]1[CH:67]=[C:66]([O:68][CH3:69])[CH:65]=[C:64]([O:70][CH3:71])[C:4]=1/[CH:5]=[CH:6]/[CH:7]([S:27]([CH:30](/[CH:50]=[CH:51]/[C:52]1[C:57]([O:58][CH3:59])=[CH:56][C:55]([O:60][CH3:61])=[CH:54][C:53]=1[O:62][CH3:63])[C:31]1[CH:36]=[CH:35][C:34]([O:37][CH3:38])=[C:33]([O:39]S(C2C=CC(C)=CC=2)(=O)=O)[CH:32]=1)(=[O:29])=[O:28])[C:8]1[CH:13]=[CH:12][C:11]([O:14][CH3:15])=[C:10]([O:16]S(C2C=CC(C)=CC=2)(=O)=O)[CH:9]=1.[OH-].[Na+].Cl. Product: [CH3:71][O:70][C:64]1[CH:65]=[C:66]([O:68][CH3:69])[CH:67]=[C:3]([O:2][CH3:1])[C:4]=1/[CH:5]=[CH:6]/[CH:7]([S:27]([CH:30](/[CH:50]=[CH:51]/[C:52]1[C:53]([O:62][CH3:63])=[CH:54][C:55]([O:60][CH3:61])=[CH:56][C:57]=1[O:58][CH3:59])[C:31]1[CH:36]=[CH:35][C:34]([O:37][CH3:38])=[C:33]([OH:39])[CH:32]=1)(=[O:29])=[O:28])[C:8]1[CH:13]=[CH:12][C:11]([O:14][CH3:15])=[C:10]([OH:16])[CH:9]=1. The catalyst class is: 5. (2) Product: [Cl:1][C:2]1[C:10]2[N:9]=[C:8]3[N:11]([C:15]4[CH:20]=[CH:19][C:18]([O:21][CH3:22])=[CH:17][C:16]=4[Cl:23])[CH2:12][CH2:13][CH2:14][N:7]3[C:6]=2[C:5]([CH2:24][OH:25])=[CH:4][CH:3]=1. The catalyst class is: 7. Reactant: [Cl:1][C:2]1[CH:3]=[CH:4][C:5]([C:24](OC)=[O:25])=[C:6]2[C:10]=1[N:9]=[C:8]1[N:11]([C:15]3[CH:20]=[CH:19][C:18]([O:21][CH3:22])=[CH:17][C:16]=3[Cl:23])[CH2:12][CH2:13][CH2:14][N:7]21.[BH4-].[Li+]. (3) Reactant: [CH3:1][O:2][C:3](=[O:13])[C:4]1[CH:9]=[CH:8][C:7]([CH:10]=[O:11])=[CH:6][C:5]=1Br.C(N(CC)CC)C.[CH:21]#[C:22][CH2:23][CH2:24][CH3:25]. Product: [CH3:1][O:2][C:3](=[O:13])[C:4]1[CH:9]=[CH:8][C:7]([CH:10]=[O:11])=[CH:6][C:5]=1[C:21]#[C:22][CH2:23][CH2:24][CH3:25]. The catalyst class is: 538. (4) Reactant: [CH2:1]([O:8][C:9]1[CH:10]=[C:11]2[C:16](=[CH:17][CH:18]=1)[C:15](=[O:19])[N:14]([CH2:20][CH:21]([CH3:23])[CH3:22])[C:13]([C:24]([O:26]C)=[O:25])=[C:12]2[C:28]1[S:29][CH:30]=[CH:31][CH:32]=1)[C:2]1[CH:7]=[CH:6][CH:5]=[CH:4][CH:3]=1.O.[OH-].[Li+].Cl. Product: [CH2:1]([O:8][C:9]1[CH:10]=[C:11]2[C:16](=[CH:17][CH:18]=1)[C:15](=[O:19])[N:14]([CH2:20][CH:21]([CH3:23])[CH3:22])[C:13]([C:24]([OH:26])=[O:25])=[C:12]2[C:28]1[S:29][CH:30]=[CH:31][CH:32]=1)[C:2]1[CH:3]=[CH:4][CH:5]=[CH:6][CH:7]=1. The catalyst class is: 24.